This data is from Catalyst prediction with 721,799 reactions and 888 catalyst types from USPTO. The task is: Predict which catalyst facilitates the given reaction. Reactant: N(C(N1CCCCC1)=O)=NC(N1CCCCC1)=O.C(P(CCCC)CCCC)CCC.[CH2:32]([O:39][C:40]1[CH:41]=[C:42]([CH:46]([CH:48]2[CH2:50][CH2:49]2)O)[CH:43]=[N:44][CH:45]=1)[C:33]1[CH:38]=[CH:37][CH:36]=[CH:35][CH:34]=1.[OH:51][C:52]1[CH:53]=[N:54][CH:55]=[CH:56][CH:57]=1.N1(C2OC(N3CCCCC3)=NN=2)CCCCC1. Product: [CH2:32]([O:39][C:40]1[CH:45]=[N:44][CH:43]=[C:42]([C@H:46]2[CH2:48][C@@H:50]2[CH2:49][O:51][C:52]2[CH:53]=[N:54][CH:55]=[CH:56][CH:57]=2)[CH:41]=1)[C:33]1[CH:34]=[CH:35][CH:36]=[CH:37][CH:38]=1. The catalyst class is: 11.